This data is from Full USPTO retrosynthesis dataset with 1.9M reactions from patents (1976-2016). The task is: Predict the reactants needed to synthesize the given product. (1) Given the product [CH3:8][C:9]1[CH:14]=[CH:13][C:12]([S:15]([O:7][CH2:6][C@H:2]2[CH2:3][CH2:4][CH2:5][O:1]2)(=[O:17])=[O:16])=[CH:11][CH:10]=1, predict the reactants needed to synthesize it. The reactants are: [O:1]1[CH2:5][CH2:4][CH2:3][C@@H:2]1[CH2:6][OH:7].[CH3:8][C:9]1[CH:14]=[CH:13][C:12]([S:15](Cl)(=[O:17])=[O:16])=[CH:11][CH:10]=1. (2) Given the product [CH2:1]([O:3][C:4](=[O:27])[CH2:5][CH2:6][C:7]1[C:16]2[C:11](=[CH:12][C:13]([S:17]([C:20]3[CH:25]=[CH:24][CH:23]=[C:22]([F:26])[CH:21]=3)(=[O:18])=[O:19])=[CH:14][CH:15]=2)[CH:10]=[CH:9][CH:8]=1)[CH3:2], predict the reactants needed to synthesize it. The reactants are: [CH2:1]([O:3][C:4](=[O:27])[CH:5]=[CH:6][C:7]1[C:16]2[C:11](=[CH:12][C:13]([S:17]([C:20]3[CH:25]=[CH:24][CH:23]=[C:22]([F:26])[CH:21]=3)(=[O:19])=[O:18])=[CH:14][CH:15]=2)[CH:10]=[CH:9][CH:8]=1)[CH3:2]. (3) Given the product [Cl:21][C:22]1[CH:27]=[C:26]([CH:25]=[CH:24][CH:23]=1)[O:1][CH2:2][C@@H:3]1[CH2:8][N:7]([CH2:9][C:10]([N:12]2[C:20]3[C:15](=[CH:16][CH:17]=[CH:18][CH:19]=3)[CH2:14][CH2:13]2)=[O:11])[CH2:6][CH2:5][O:4]1, predict the reactants needed to synthesize it. The reactants are: [OH:1][CH2:2][C@@H:3]1[CH2:8][N:7]([CH2:9][C:10]([N:12]2[C:20]3[C:15](=[CH:16][CH:17]=[CH:18][CH:19]=3)[CH2:14][CH2:13]2)=[O:11])[CH2:6][CH2:5][O:4]1.[Cl:21][C:22]1[CH:23]=[C:24](O)[CH:25]=[CH:26][CH:27]=1.C1(P(C2C=CC=CC=2)C2C=CC=CC=2)C=CC=CC=1.CCOC(/N=N/C(OCC)=O)=O. (4) Given the product [CH2:1]([O:3][C:4]([C:6]1[C:10]2=[CH:26][CH:27]=[C:17]3[C:12]([N:13]=[C:14]([NH2:19])[N:15]=[CH:16]3)=[C:9]2[NH:8][C:7]=1[C:20]1[CH:25]=[CH:24][CH:23]=[CH:22][CH:21]=1)=[O:5])[CH3:2], predict the reactants needed to synthesize it. The reactants are: [CH2:1]([O:3][C:4]([C:6]1[C:10](I)=[C:9]([C:12]2[C:17](Br)=[CH:16][N:15]=[C:14]([NH2:19])[N:13]=2)[NH:8][C:7]=1[C:20]1[CH:25]=[CH:24][CH:23]=[CH:22][CH:21]=1)=[O:5])[CH3:2].[CH:26]([Sn](CCCC)(CCCC)CCCC)=[CH2:27].C(C1C=C(C)C=C(C(C)(C)C)C=1O)(C)(C)C. (5) Given the product [C:1]([O:5][C:6]([N:8]1[C:9]([C:13]2[CH:14]=[CH:15][C:16]3[NH:22][C:21](=[O:23])[CH2:20][O:19][C:18]([C:25]4[O:26][CH:27]=[CH:28][CH:29]=4)([CH3:24])[C:17]=3[CH:30]=2)=[CH:10][CH:11]=[C:12]1[C:36]#[N:35])=[O:7])([CH3:2])([CH3:3])[CH3:4], predict the reactants needed to synthesize it. The reactants are: [C:1]([O:5][C:6]([N:8]1[CH:12]=[CH:11][CH:10]=[C:9]1[C:13]1[CH:14]=[CH:15][C:16]2[NH:22][C:21](=[O:23])[CH2:20][O:19][C:18]([C:25]3[O:26][CH:27]=[CH:28][CH:29]=3)([CH3:24])[C:17]=2[CH:30]=1)=[O:7])([CH3:4])([CH3:3])[CH3:2].ClS([N:35]=[C:36]=O)(=O)=O. (6) The reactants are: [N+:1]([C:4]1[CH:9]=[CH:8][C:7]([OH:10])=[CH:6][C:5]=1[C:11]([F:14])([F:13])[F:12])([O-:3])=[O:2].CS(O[CH2:20][CH2:21][CH2:22][N:23]1[CH2:28][CH2:27][N:26]([C:29]([O:31][C:32]([CH3:35])([CH3:34])[CH3:33])=[O:30])[CH2:25][CH2:24]1)(=O)=O.C(=O)([O-])[O-].[Cs+].[Cs+]. Given the product [N+:1]([C:4]1[CH:9]=[CH:8][C:7]([O:10][CH2:20][CH2:21][CH2:22][N:23]2[CH2:28][CH2:27][N:26]([C:29]([O:31][C:32]([CH3:33])([CH3:35])[CH3:34])=[O:30])[CH2:25][CH2:24]2)=[CH:6][C:5]=1[C:11]([F:12])([F:13])[F:14])([O-:3])=[O:2], predict the reactants needed to synthesize it.